Dataset: Full USPTO retrosynthesis dataset with 1.9M reactions from patents (1976-2016). Task: Predict the reactants needed to synthesize the given product. (1) Given the product [N:13]([CH2:2][C:3]([C:5]1[CH:10]=[CH:9][CH:8]=[C:7]([O:11][CH3:12])[CH:6]=1)=[O:4])=[N+:14]=[N-:15], predict the reactants needed to synthesize it. The reactants are: Br[CH2:2][C:3]([C:5]1[CH:10]=[CH:9][CH:8]=[C:7]([O:11][CH3:12])[CH:6]=1)=[O:4].[N-:13]=[N+:14]=[N-:15].[Na+]. (2) Given the product [Cl:19][C:13]1[C:14]([Cl:18])=[CH:15][CH:16]=[CH:17][C:12]=1[CH:4]([NH2:1])[CH2:5][C:6]1[CH:7]=[CH:8][N:9]=[CH:10][CH:11]=1, predict the reactants needed to synthesize it. The reactants are: [N:1]([CH:4]([C:12]1[CH:17]=[CH:16][CH:15]=[C:14]([Cl:18])[C:13]=1[Cl:19])[CH2:5][C:6]1[CH:11]=[CH:10][N:9]=[CH:8][CH:7]=1)=[N+]=[N-].ClC1C(Cl)=CC=CC=1C=CC1C=CN=CC=1.C1(P(C2C=CC=CC=2)C2C=CC=CC=2)C=CC=CC=1.[OH-].[K+].Cl.